Dataset: Full USPTO retrosynthesis dataset with 1.9M reactions from patents (1976-2016). Task: Predict the reactants needed to synthesize the given product. Given the product [F:7][C:8]1[C:20]([F:21])=[C:19]([F:22])[CH:18]=[CH:17][C:9]=1[NH:10][CH:11]([CH3:16])[C:12]([OH:14])=[O:13], predict the reactants needed to synthesize it. The reactants are: CC(C)([O-])C.[K+].[F:7][C:8]1[C:20]([F:21])=[C:19]([F:22])[CH:18]=[CH:17][C:9]=1[NH:10][C@H:11]([CH3:16])[C:12]([O:14]C)=[O:13].[OH-].[Na+].Cl.